Dataset: Forward reaction prediction with 1.9M reactions from USPTO patents (1976-2016). Task: Predict the product of the given reaction. (1) The product is: [CH3:27][O:28][C:29]([C:31]1[C:44]2[C:39](=[CH:40][CH:41]=[C:42]([OH:45])[CH:43]=2)[N:24]([C:23]2[CH:22]=[CH:21][C:20]([O:19][CH2:12][C:13]3[CH:14]=[CH:15][CH:16]=[CH:17][CH:18]=3)=[CH:26][CH:25]=2)[C:32]=1[CH2:34][C:35]([O:37][CH3:38])=[O:36])=[O:30]. Given the reactants C1(C)C=CC(S(O)(=O)=O)=CC=1.[CH2:12]([O:19][C:20]1[CH:26]=[CH:25][C:23]([NH2:24])=[CH:22][CH:21]=1)[C:13]1[CH:18]=[CH:17][CH:16]=[CH:15][CH:14]=1.[CH3:27][O:28][C:29]([CH2:31][C:32]([CH2:34][C:35]([O:37][CH3:38])=[O:36])=O)=[O:30].[C:39]1(=O)[CH:44]=[CH:43][C:42](=[O:45])[CH:41]=[CH:40]1, predict the reaction product. (2) The product is: [CH:36]1([O:41][C:34]2[CH:35]=[C:30]3[C:31](=[CH:32][CH:33]=2)[CH:35]([CH2:34][C:10]([O:12][CH2:13][CH3:16])=[O:11])[CH2:30][CH2:31][CH2:32]3)[CH2:40][CH2:39][CH2:38][CH2:37]1. Given the reactants N([C:10]([O:12][C:13]([CH3:16])(C)C)=[O:11])=N[C:10]([O:12][C:13](C)(C)[CH3:16])=[O:11].[C:30]1(P([C:30]2[CH:35]=[CH:34][CH:33]=[CH:32][CH:31]=2)[C:30]2[CH:35]=[CH:34][CH:33]=[CH:32][CH:31]=2)[CH:35]=[CH:34][CH:33]=[CH:32][CH:31]=1.[CH:36]1([OH:41])[CH2:40][CH2:39][CH2:38][CH2:37]1, predict the reaction product.